Dataset: Forward reaction prediction with 1.9M reactions from USPTO patents (1976-2016). Task: Predict the product of the given reaction. (1) The product is: [Br:8][C:6]1[CH:5]=[CH:4][N:3]([CH2:15][CH2:14][N:12]([CH3:13])[CH3:11])[C:2](=[O:1])[CH:7]=1. Given the reactants [OH:1][C:2]1[CH:7]=[C:6]([Br:8])[CH:5]=[CH:4][N:3]=1.[OH-].[K+].[CH3:11][N:12]([CH2:14][CH2:15]Cl)[CH3:13].Cl, predict the reaction product. (2) Given the reactants C(OC(=O)[NH:7][C:8]1[CH:13]=[CH:12][C:11]([C:14]#[C:15][C:16]2[CH:21]=[CH:20][CH:19]=[CH:18][CH:17]=2)=[CH:10][C:9]=1[NH2:22])(C)(C)C.CC1(C)O[C:29](=[O:31])[CH:28]=[C:27]([C:32]2[CH:37]=[CH:36][CH:35]=[C:34]([O:38][CH3:39])[CH:33]=2)O1.C(O)(C(F)(F)F)=O, predict the reaction product. The product is: [CH3:39][O:38][C:34]1[CH:33]=[C:32]([C:27]2[CH2:28][C:29](=[O:31])[NH:22][C:9]3[CH:10]=[C:11]([C:14]#[C:15][C:16]4[CH:17]=[CH:18][CH:19]=[CH:20][CH:21]=4)[CH:12]=[CH:13][C:8]=3[N:7]=2)[CH:37]=[CH:36][CH:35]=1. (3) The product is: [Si:10]([O:9][CH2:8][C:5]1[CH:6]=[CH:7][C:2]([CH2:28][CH:29]([CH3:31])[CH3:30])=[CH:3][C:4]=1[Cl:27])([C:23]([CH3:26])([CH3:25])[CH3:24])([C:17]1[CH:22]=[CH:21][CH:20]=[CH:19][CH:18]=1)[C:11]1[CH:16]=[CH:15][CH:14]=[CH:13][CH:12]=1. Given the reactants Br[C:2]1[CH:7]=[CH:6][C:5]([CH2:8][O:9][Si:10]([C:23]([CH3:26])([CH3:25])[CH3:24])([C:17]2[CH:22]=[CH:21][CH:20]=[CH:19][CH:18]=2)[C:11]2[CH:16]=[CH:15][CH:14]=[CH:13][CH:12]=2)=[C:4]([Cl:27])[CH:3]=1.[CH2:28](I)[CH:29]([CH3:31])[CH3:30], predict the reaction product. (4) Given the reactants [NH:1]1[CH2:6][CH2:5][C:4]2([O:11][C:10]3[C:12]4[C:17]([C:18](=[O:21])[C:19](=[O:20])[C:9]=3[S:8][CH2:7]2)=[CH:16][CH:15]=[CH:14][CH:13]=4)[CH2:3][CH2:2]1.[CH3:22][C:23]1[C:24]([C:34](Cl)=[O:35])=[N:25][N:26]([C:28]2[CH:33]=[CH:32][CH:31]=[CH:30][CH:29]=2)[N:27]=1, predict the reaction product. The product is: [CH3:22][C:23]1[C:24]([C:34]([N:1]2[CH2:2][CH2:3][C:4]3([O:11][C:10]4[C:12]5[C:17]([C:18](=[O:21])[C:19](=[O:20])[C:9]=4[S:8][CH2:7]3)=[CH:16][CH:15]=[CH:14][CH:13]=5)[CH2:5][CH2:6]2)=[O:35])=[N:25][N:26]([C:28]2[CH:33]=[CH:32][CH:31]=[CH:30][CH:29]=2)[N:27]=1. (5) Given the reactants [CH3:1][N:2]([CH3:19])[CH2:3][CH2:4][N:5]([CH3:18])[C:6]1[CH:15]=[C:14]([CH3:16])[C:13]2[C:8](=[CH:9][CH:10]=[C:11]([NH2:17])[CH:12]=2)[N:7]=1.[F:20][C:21]1[CH:22]=[C:23]([CH:26]=[CH:27][C:28]=1[F:29])[CH:24]=O.C[O-].[Na+].[BH4-].[Na+], predict the reaction product. The product is: [F:20][C:21]1[CH:22]=[C:23]([CH:26]=[CH:27][C:28]=1[F:29])[CH2:24][NH:17][C:11]1[CH:12]=[C:13]2[C:8](=[CH:9][CH:10]=1)[N:7]=[C:6]([N:5]([CH2:4][CH2:3][N:2]([CH3:1])[CH3:19])[CH3:18])[CH:15]=[C:14]2[CH3:16].